Dataset: Forward reaction prediction with 1.9M reactions from USPTO patents (1976-2016). Task: Predict the product of the given reaction. Given the reactants [Cl:1][C:2]1[CH:10]=[C:9]([C:11]([NH:13][CH:14]([C:16]2[NH:20][C:19]3[CH:21]=[CH:22][C:23]([Cl:25])=[CH:24][C:18]=3[N:17]=2)[CH3:15])=[O:12])[CH:8]=[CH:7][C:3]=1[C:4]([OH:6])=O.CN(C(O[N:34]1N=[N:41][C:36]2C=[CH:38][CH:39]=[CH:40][C:35]1=2)=[N+](C)C)C.[B-](F)(F)(F)F.C(N(C(C)C)CC)(C)C.ClCl.[O:59]1CCCC1, predict the reaction product. The product is: [Cl:25][C:23]1[CH:22]=[CH:21][C:19]2[NH:20][C:16]([CH:14]([NH:13][C:11](=[O:12])[C:9]3[CH:8]=[CH:7][C:3]([C:4]([N:34]4[CH2:38][CH2:39][CH2:40][C@H:35]4[C:36]([NH2:41])=[O:59])=[O:6])=[C:2]([Cl:1])[CH:10]=3)[CH3:15])=[N:17][C:18]=2[CH:24]=1.